Dataset: Full USPTO retrosynthesis dataset with 1.9M reactions from patents (1976-2016). Task: Predict the reactants needed to synthesize the given product. Given the product [Br:16][C:13]1[CH:6]=[N:7][C:8]2[C:4]([CH:5]=1)=[CH:3][C:2]([F:1])=[CH:10][CH:9]=2, predict the reactants needed to synthesize it. The reactants are: [F:1][C:2]1[CH:3]=[C:4]2[C:8](=[CH:9][CH:10]=1)[NH:7][CH:6]=[CH:5]2.[OH-].[Na+].[CH:13]([Br:16])(Br)Br.